This data is from NCI-60 drug combinations with 297,098 pairs across 59 cell lines. The task is: Regression. Given two drug SMILES strings and cell line genomic features, predict the synergy score measuring deviation from expected non-interaction effect. (1) Drug 1: CCC(=C(C1=CC=CC=C1)C2=CC=C(C=C2)OCCN(C)C)C3=CC=CC=C3.C(C(=O)O)C(CC(=O)O)(C(=O)O)O. Drug 2: CC12CCC3C(C1CCC2O)C(CC4=C3C=CC(=C4)O)CCCCCCCCCS(=O)CCCC(C(F)(F)F)(F)F. Cell line: CCRF-CEM. Synergy scores: CSS=13.4, Synergy_ZIP=1.10, Synergy_Bliss=0.258, Synergy_Loewe=-5.99, Synergy_HSA=-4.85. (2) Drug 1: C1=CC(=CC=C1C#N)C(C2=CC=C(C=C2)C#N)N3C=NC=N3. Drug 2: CC(C)(C#N)C1=CC(=CC(=C1)CN2C=NC=N2)C(C)(C)C#N. Cell line: IGROV1. Synergy scores: CSS=-4.53, Synergy_ZIP=1.64, Synergy_Bliss=-1.03, Synergy_Loewe=-4.27, Synergy_HSA=-4.14. (3) Cell line: SNB-19. Drug 2: CC(C)(C#N)C1=CC(=CC(=C1)CN2C=NC=N2)C(C)(C)C#N. Drug 1: CCCCC(=O)OCC(=O)C1(CC(C2=C(C1)C(=C3C(=C2O)C(=O)C4=C(C3=O)C=CC=C4OC)O)OC5CC(C(C(O5)C)O)NC(=O)C(F)(F)F)O. Synergy scores: CSS=44.8, Synergy_ZIP=17.1, Synergy_Bliss=15.8, Synergy_Loewe=18.4, Synergy_HSA=18.4. (4) Drug 1: C1C(C(OC1N2C=C(C(=O)NC2=O)F)CO)O. Drug 2: CC1=C(C=C(C=C1)NC(=O)C2=CC=C(C=C2)CN3CCN(CC3)C)NC4=NC=CC(=N4)C5=CN=CC=C5. Cell line: SR. Synergy scores: CSS=47.8, Synergy_ZIP=1.69, Synergy_Bliss=1.54, Synergy_Loewe=-44.2, Synergy_HSA=-2.05. (5) Drug 1: CC12CCC(CC1=CCC3C2CCC4(C3CC=C4C5=CN=CC=C5)C)O. Drug 2: C1=CC=C(C=C1)NC(=O)CCCCCCC(=O)NO. Cell line: TK-10. Synergy scores: CSS=19.1, Synergy_ZIP=-3.74, Synergy_Bliss=0.214, Synergy_Loewe=-6.41, Synergy_HSA=-0.236. (6) Drug 1: CNC(=O)C1=CC=CC=C1SC2=CC3=C(C=C2)C(=NN3)C=CC4=CC=CC=N4. Drug 2: C1CCN(CC1)CCOC2=CC=C(C=C2)C(=O)C3=C(SC4=C3C=CC(=C4)O)C5=CC=C(C=C5)O. Cell line: A549. Synergy scores: CSS=10.2, Synergy_ZIP=-0.956, Synergy_Bliss=2.52, Synergy_Loewe=-2.04, Synergy_HSA=1.09. (7) Drug 1: CC1=C(C(=CC=C1)Cl)NC(=O)C2=CN=C(S2)NC3=CC(=NC(=N3)C)N4CCN(CC4)CCO. Drug 2: CC(C)CN1C=NC2=C1C3=CC=CC=C3N=C2N. Cell line: SF-539. Synergy scores: CSS=5.67, Synergy_ZIP=-2.15, Synergy_Bliss=-0.285, Synergy_Loewe=2.11, Synergy_HSA=2.44. (8) Drug 1: C1=C(C(=O)NC(=O)N1)N(CCCl)CCCl. Drug 2: CC=C1C(=O)NC(C(=O)OC2CC(=O)NC(C(=O)NC(CSSCCC=C2)C(=O)N1)C(C)C)C(C)C. Cell line: T-47D. Synergy scores: CSS=21.2, Synergy_ZIP=-0.975, Synergy_Bliss=1.61, Synergy_Loewe=-13.3, Synergy_HSA=3.17.